From a dataset of NCI-60 drug combinations with 297,098 pairs across 59 cell lines. Regression. Given two drug SMILES strings and cell line genomic features, predict the synergy score measuring deviation from expected non-interaction effect. (1) Drug 1: CCC1(CC2CC(C3=C(CCN(C2)C1)C4=CC=CC=C4N3)(C5=C(C=C6C(=C5)C78CCN9C7C(C=CC9)(C(C(C8N6C=O)(C(=O)OC)O)OC(=O)C)CC)OC)C(=O)OC)O.OS(=O)(=O)O. Drug 2: C(CN)CNCCSP(=O)(O)O. Cell line: A498. Synergy scores: CSS=-2.68, Synergy_ZIP=1.96, Synergy_Bliss=1.02, Synergy_Loewe=-2.24, Synergy_HSA=-1.92. (2) Drug 1: C1CCC(C(C1)N)N.C(=O)(C(=O)[O-])[O-].[Pt+4]. Drug 2: C1C(C(OC1N2C=NC3=C2NC=NCC3O)CO)O. Cell line: SK-MEL-2. Synergy scores: CSS=16.1, Synergy_ZIP=0.395, Synergy_Bliss=2.28, Synergy_Loewe=-1.47, Synergy_HSA=-2.34. (3) Drug 1: CS(=O)(=O)C1=CC(=C(C=C1)C(=O)NC2=CC(=C(C=C2)Cl)C3=CC=CC=N3)Cl. Drug 2: C1=CN(C(=O)N=C1N)C2C(C(C(O2)CO)O)O.Cl. Cell line: NCI/ADR-RES. Synergy scores: CSS=31.8, Synergy_ZIP=-8.87, Synergy_Bliss=-1.17, Synergy_Loewe=-31.6, Synergy_HSA=1.21.